This data is from Catalyst prediction with 721,799 reactions and 888 catalyst types from USPTO. The task is: Predict which catalyst facilitates the given reaction. Reactant: CN1CCCC1=O.Cl[C:9]1[N:10]([CH2:31][C:32]([F:35])([F:34])[F:33])[C:11]2[C:16]([N:17]=1)=[C:15]([N:18]1[CH2:23][CH2:22][O:21][CH2:20][CH2:19]1)[N:14]=[C:13]([C:24]1[CH:25]=[N:26][C:27]([NH2:30])=[N:28][CH:29]=1)[N:12]=2.[CH3:36][C:37]1([CH3:43])[CH2:42][NH:41][CH2:40][CH2:39][NH:38]1. Product: [CH3:36][C:37]1([CH3:43])[NH:38][CH2:39][CH2:40][N:41]([C:9]2[N:10]([CH2:31][C:32]([F:34])([F:33])[F:35])[C:11]3[C:16]([N:17]=2)=[C:15]([N:18]2[CH2:19][CH2:20][O:21][CH2:22][CH2:23]2)[N:14]=[C:13]([C:24]2[CH:25]=[N:26][C:27]([NH2:30])=[N:28][CH:29]=2)[N:12]=3)[CH2:42]1. The catalyst class is: 61.